This data is from Full USPTO retrosynthesis dataset with 1.9M reactions from patents (1976-2016). The task is: Predict the reactants needed to synthesize the given product. Given the product [Cl:28][C:5]1[CH:4]=[CH:3][C:2]([B:29]2[O:33][C:32]([CH3:35])([CH3:34])[C:31]([CH3:37])([CH3:36])[O:30]2)=[CH:27][C:6]=1[C:7]([NH:9][C:10]1[N:14]([C:15]2[CH:20]=[CH:19][CH:18]=[CH:17][CH:16]=2)[N:13]=[C:12]([C:21]([NH:23][CH:24]2[CH2:26][CH2:25]2)=[O:22])[CH:11]=1)=[O:8], predict the reactants needed to synthesize it. The reactants are: Br[C:2]1[CH:3]=[CH:4][C:5]([Cl:28])=[C:6]([CH:27]=1)[C:7]([NH:9][C:10]1[N:14]([C:15]2[CH:20]=[CH:19][CH:18]=[CH:17][CH:16]=2)[N:13]=[C:12]([C:21]([NH:23][CH:24]2[CH2:26][CH2:25]2)=[O:22])[CH:11]=1)=[O:8].[B:29]1([B:29]2[O:33][C:32]([CH3:35])([CH3:34])[C:31]([CH3:37])([CH3:36])[O:30]2)[O:33][C:32]([CH3:35])([CH3:34])[C:31]([CH3:37])([CH3:36])[O:30]1.CC([O-])=O.[K+].